From a dataset of Reaction yield outcomes from USPTO patents with 853,638 reactions. Predict the reaction yield, written as a fraction of the theoretical maximum amount of product (1.0 means a 100% yield; for example, 0.34 means a 34% yield). The reactants are [O:1]=[CH:2][C:3]1[CH:11]=[CH:10][C:8]([OH:9])=[C:5]([O:6][CH3:7])[CH:4]=1.[Br:12]C(Br)(CC)CC.C(=O)([O-])[O-].[K+].[K+].[CH3:25][CH2:26][CH2:27][CH2:28][CH2:29]C. The catalyst is CC(C)=O.CCOC(C)=O. The product is [Br:12][CH2:29][CH2:28][CH2:27][CH2:26][CH2:25][O:9][C:8]1[CH:10]=[CH:11][C:3]([CH:2]=[O:1])=[CH:4][C:5]=1[O:6][CH3:7]. The yield is 0.540.